From a dataset of Full USPTO retrosynthesis dataset with 1.9M reactions from patents (1976-2016). Predict the reactants needed to synthesize the given product. (1) Given the product [Br:3][C:4]1[CH:5]=[C:6]([C:10]2([C:12]3[CH:17]=[CH:16][C:15]([O:18][C:19]([F:20])([F:21])[F:22])=[CH:14][CH:13]=3)[CH2:11][O:26][C:25]([NH2:27])=[N:24]2)[CH:7]=[CH:8][CH:9]=1, predict the reactants needed to synthesize it. The reactants are: II.[Br:3][C:4]1[CH:5]=[C:6]([C:10]([C:12]2[CH:17]=[CH:16][C:15]([O:18][C:19]([F:22])([F:21])[F:20])=[CH:14][CH:13]=2)=[CH2:11])[CH:7]=[CH:8][CH:9]=1.N.[NH2:24][C:25]([NH2:27])=[O:26]. (2) Given the product [CH3:3][C:4]1([CH3:17])[CH:9]([C:10]2[CH:15]=[CH:14][CH:13]=[CH:12][CH:11]=2)[CH2:8][CH2:7][C:6](=[O:16])[CH2:5]1, predict the reactants needed to synthesize it. The reactants are: [Cl-].[Li+].[CH3:3][C:4]1[CH:9]([C:10]2[CH:15]=[CH:14][CH:13]=[CH:12][CH:11]=2)[CH2:8][CH2:7][C:6](=[O:16])[CH:5]=1.[CH3:17][Mg]Br.[Cl-].[NH4+]. (3) Given the product [C:1]([C:5]1[N:10]=[CH:9][C:8]([C:11]2[N:12]([C:32]([N:38]3[CH2:43][CH2:42][C:41](=[O:44])[CH2:40][CH2:39]3)=[O:33])[C@@:13]([C:25]3[CH:26]=[CH:27][C:28]([Cl:31])=[CH:29][CH:30]=3)([CH3:24])[C@@:14]([C:17]3[CH:18]=[CH:19][C:20]([Cl:23])=[CH:21][CH:22]=3)([CH3:16])[N:15]=2)=[C:7]([O:35][CH2:36][CH3:37])[CH:6]=1)([CH3:4])([CH3:2])[CH3:3], predict the reactants needed to synthesize it. The reactants are: [C:1]([C:5]1[N:10]=[CH:9][C:8]([C:11]2[N:12]([C:32](Cl)=[O:33])[C@@:13]([C:25]3[CH:30]=[CH:29][C:28]([Cl:31])=[CH:27][CH:26]=3)([CH3:24])[C@@:14]([C:17]3[CH:22]=[CH:21][C:20]([Cl:23])=[CH:19][CH:18]=3)([CH3:16])[N:15]=2)=[C:7]([O:35][CH2:36][CH3:37])[CH:6]=1)([CH3:4])([CH3:3])[CH3:2].[NH:38]1[CH2:43][CH2:42][C:41](=[O:44])[CH2:40][CH2:39]1.